This data is from Experimental lipophilicity measurements (octanol/water distribution) for 4,200 compounds from AstraZeneca. The task is: Regression/Classification. Given a drug SMILES string, predict its absorption, distribution, metabolism, or excretion properties. Task type varies by dataset: regression for continuous measurements (e.g., permeability, clearance, half-life) or binary classification for categorical outcomes (e.g., BBB penetration, CYP inhibition). For this dataset (lipophilicity_astrazeneca), we predict Y. (1) The Y is 3.64 logD. The drug is O=C(Nc1ccc(Cl)nc1)c1ccc(F)c(Cl)c1. (2) The molecule is COc1cc2c(Nc3ccc(Br)cc3F)ncnc2cc1OC[C@@H]1CCCN(C)C1. The Y is 3.05 logD. (3) The molecule is N#Cc1c(-c2ccccc2)nc(SCCc2ccccc2)[nH]c1=O. The Y is 1.71 logD. (4) The drug is CS(=O)(=O)Cc1cc(N2CCOCC2)nc(-c2cccc3[nH]ccc23)n1. The Y is 1.70 logD. (5) The compound is Cc1ccc(NC(=O)c2ccc(Cl)c(C(F)(F)F)c2)cc1C(=O)Nc1cccnc1. The Y is 2.83 logD. (6) The Y is 3.10 logD. The compound is CN(C)C(=O)[C@H](Cc1ccccc1)NC(=O)c1cc2sccc2[nH]1. (7) The molecule is CN1Cc2c(N)cccc2C(c2ccccc2)C1. The Y is 2.08 logD.